This data is from Forward reaction prediction with 1.9M reactions from USPTO patents (1976-2016). The task is: Predict the product of the given reaction. (1) The product is: [NH2:1][C:4]1[C:9]([S:10][C:11]2[CH:20]=[CH:19][C:14]([C:15]([O:17][CH3:18])=[O:16])=[CH:13][CH:12]=2)=[CH:8][CH:7]=[CH:6][N:5]=1. Given the reactants [N+:1]([C:4]1[C:9]([S:10][C:11]2[CH:20]=[CH:19][C:14]([C:15]([O:17][CH3:18])=[O:16])=[CH:13][CH:12]=2)=[CH:8][CH:7]=[CH:6][N:5]=1)([O-])=O, predict the reaction product. (2) Given the reactants Cl.[NH2:2][CH2:3][C:4]([NH:6][CH:7]([C:14]1[CH:19]=[CH:18][C:17]([Cl:20])=[CH:16][CH:15]=1)[C:8]1[CH:13]=[CH:12][CH:11]=[CH:10][CH:9]=1)=[O:5].[F:21][C:22]1[CH:30]=[C:29]([F:31])[CH:28]=[CH:27][C:23]=1[C:24](O)=[O:25], predict the reaction product. The product is: [Cl:20][C:17]1[CH:18]=[CH:19][C:14]([CH:7]([NH:6][C:4]([CH2:3][NH:2][C:24](=[O:25])[C:23]2[CH:27]=[CH:28][C:29]([F:31])=[CH:30][C:22]=2[F:21])=[O:5])[C:8]2[CH:13]=[CH:12][CH:11]=[CH:10][CH:9]=2)=[CH:15][CH:16]=1. (3) Given the reactants [F:1][C:2]([F:14])([F:13])[C:3]1[CH:4]=[C:5]([NH:9][C:10]([NH2:12])=[O:11])[CH:6]=[CH:7][CH:8]=1.[N+:15]([C:18]1[CH:19]=[C:20]([CH:23]=[CH:24][CH:25]=1)[CH:21]=O)([O-:17])=[O:16].O=[C:27]([CH3:34])[CH2:28][C:29]([O:31][CH2:32][CH3:33])=[O:30].CN(C=O)C, predict the reaction product. The product is: [CH3:34][C:27]1[N:9]([C:5]2[CH:6]=[CH:7][CH:8]=[C:3]([C:2]([F:13])([F:14])[F:1])[CH:4]=2)[C:10](=[O:11])[NH:12][CH:21]([C:20]2[CH:23]=[CH:24][CH:25]=[C:18]([N+:15]([O-:17])=[O:16])[CH:19]=2)[C:28]=1[C:29]([O:31][CH2:32][CH3:33])=[O:30]. (4) Given the reactants [CH3:1][N:2]([CH3:51])[CH2:3][C:4]([N:6]1[C:15]2[C:10](=[CH:11][C:12]([O:49][CH3:50])=[C:13]([NH:16][C:17]3[N:18]=[C:19]([NH:37][C:38]4[CH:47]=[CH:46][CH:45]=[C:44]([F:48])[C:39]=4[C:40]([NH:42][CH3:43])=[O:41])[C:20]4[C:25]([CH3:26])=[CH:24][N:23](S(C5C=CC(C)=CC=5)(=O)=O)[C:21]=4[N:22]=3)[CH:14]=2)[CH2:9][CH2:8][CH2:7]1)=[O:5].[OH-].[Na+], predict the reaction product. The product is: [CH3:51][N:2]([CH3:1])[CH2:3][C:4]([N:6]1[C:15]2[C:10](=[CH:11][C:12]([O:49][CH3:50])=[C:13]([NH:16][C:17]3[NH:22][C:21]4=[N:23][CH:24]=[C:25]([CH3:26])[C:20]4=[C:19]([NH:37][C:38]4[CH:47]=[CH:46][CH:45]=[C:44]([F:48])[C:39]=4[C:40]([NH:42][CH3:43])=[O:41])[N:18]=3)[CH:14]=2)[CH2:9][CH2:8][CH2:7]1)=[O:5]. (5) Given the reactants [C:1]([C:4]1[C:5]([C:23]2[CH:28]=[CH:27][C:26]([O:29][C:30]3[CH:35]=[CH:34][CH:33]=[CH:32][CH:31]=3)=[CH:25][CH:24]=2)=[N:6][C:7]([CH:10]2[CH2:15][CH2:14][N:13](C(OC(C)(C)C)=O)[CH2:12][CH2:11]2)=[N:8][CH:9]=1)(=[O:3])[NH2:2].C(O)(C(F)(F)F)=O, predict the reaction product. The product is: [O:29]([C:26]1[CH:27]=[CH:28][C:23]([C:5]2[C:4]([C:1]([NH2:2])=[O:3])=[CH:9][N:8]=[C:7]([CH:10]3[CH2:15][CH2:14][NH:13][CH2:12][CH2:11]3)[N:6]=2)=[CH:24][CH:25]=1)[C:30]1[CH:31]=[CH:32][CH:33]=[CH:34][CH:35]=1.